From a dataset of Forward reaction prediction with 1.9M reactions from USPTO patents (1976-2016). Predict the product of the given reaction. (1) Given the reactants [CH2:1]([O:19][CH2:20][CH2:21][NH:22][CH2:23][CH2:24][O:25][CH2:26][CH2:27][CH2:28][CH2:29][CH2:30][CH2:31][CH2:32][CH2:33]/[CH:34]=[CH:35]\[CH2:36][CH2:37][CH2:38][CH2:39][CH2:40][CH2:41][CH2:42][CH3:43])[CH2:2][CH2:3][CH2:4][CH2:5][CH2:6][CH2:7][CH2:8]/[CH:9]=[CH:10]\[CH2:11][CH2:12][CH2:13][CH2:14][CH2:15][CH2:16][CH2:17][CH3:18].C(OC([NH:51][CH2:52][C:53](O)=[O:54])=O)(C)(C)C, predict the reaction product. The product is: [NH2:51][CH2:52][C:53]([N:22]([CH2:21][CH2:20][O:19][CH2:1][CH2:2][CH2:3][CH2:4][CH2:5][CH2:6][CH2:7][CH2:8]/[CH:9]=[CH:10]\[CH2:11][CH2:12][CH2:13][CH2:14][CH2:15][CH2:16][CH2:17][CH3:18])[CH2:23][CH2:24][O:25][CH2:26][CH2:27][CH2:28][CH2:29][CH2:30][CH2:31][CH2:32][CH2:33]/[CH:34]=[CH:35]\[CH2:36][CH2:37][CH2:38][CH2:39][CH2:40][CH2:41][CH2:42][CH3:43])=[O:54]. (2) Given the reactants [NH:1]1[CH:5]=[C:4]([C:6]([OH:8])=[O:7])[N:3]=[CH:2]1.[C:9](Cl)([C:22]1[CH:27]=[CH:26][CH:25]=[CH:24][CH:23]=1)([C:16]1[CH:21]=[CH:20][CH:19]=[CH:18][CH:17]=1)[C:10]1[CH:15]=[CH:14][CH:13]=[CH:12][CH:11]=1.CN(C=O)C.N1C=CC=CC=1, predict the reaction product. The product is: [C:10]1([C:9]([C:16]2[CH:17]=[CH:18][CH:19]=[CH:20][CH:21]=2)([C:22]2[CH:23]=[CH:24][CH:25]=[CH:26][CH:27]=2)[N:1]2[CH:5]=[C:4]([C:6]([OH:8])=[O:7])[N:3]=[CH:2]2)[CH:11]=[CH:12][CH:13]=[CH:14][CH:15]=1. (3) Given the reactants [CH2:1]([C:3]1([C:8]2[CH:13]=[CH:12][C:11]([C:14]3[C:19]([CH3:20])=[CH:18][CH:17]=[C:16]([CH2:21][CH2:22][C:23]4[CH:28]=[CH:27][C:26]([CH2:29][OH:30])=[C:25]([CH2:31][OH:32])[CH:24]=4)[CH:15]=3)=[C:10]([CH2:33][CH2:34][CH3:35])[CH:9]=2)OCC[O:4]1)[CH3:2].O.C1(C)C=CC(S(O)(=O)=O)=CC=1.C(=O)([O-])O.[Na+], predict the reaction product. The product is: [OH:32][CH2:31][C:25]1[CH:24]=[C:23]([CH2:22][CH2:21][C:16]2[CH:17]=[CH:18][C:19]([CH3:20])=[C:14]([C:11]3[CH:12]=[CH:13][C:8]([C:3](=[O:4])[CH2:1][CH3:2])=[CH:9][C:10]=3[CH2:33][CH2:34][CH3:35])[CH:15]=2)[CH:28]=[CH:27][C:26]=1[CH2:29][OH:30].